Dataset: Forward reaction prediction with 1.9M reactions from USPTO patents (1976-2016). Task: Predict the product of the given reaction. (1) Given the reactants [NH2:1][C@H:2]([C:13](O)=[O:14])[CH2:3][C:4]1[C:12]2[C:7](=[CH:8][CH:9]=[CH:10][CH:11]=2)[NH:6][CH:5]=1, predict the reaction product. The product is: [NH2:1][CH:2]([CH2:3][C:4]1[C:12]2[C:7](=[CH:8][CH:9]=[CH:10][CH:11]=2)[NH:6][CH:5]=1)[CH2:13][OH:14]. (2) The product is: [C:1]([O:5][C:6](=[O:16])[NH:7][C:8]1[C:13]([CH3:23])=[N:12][C:11]([O:20][CH3:17])=[CH:10][N:9]=1)([CH3:4])([CH3:3])[CH3:2]. Given the reactants [C:1]([O:5][C:6](=[O:16])[NH:7][C:8]1[CH:13]=[N:12][C:11](CBr)=[CH:10][N:9]=1)([CH3:4])([CH3:3])[CH3:2].[C:17]([O-:20])([O-])=O.[K+].[K+].[CH3:23]O, predict the reaction product. (3) Given the reactants [Si]([O:8][CH2:9][C@H:10]1[CH2:21][CH2:20][C:19]2[S:18][C:17]3[N:16]=[CH:15][N:14]=[C:13]([O:22][CH:23]4[CH2:28][CH2:27][C:26]([NH:30][C:31](=[O:37])[O:32][C:33]([CH3:36])([CH3:35])[CH3:34])([CH3:29])[CH2:25][CH2:24]4)[C:12]=3[C:11]1=2)(C(C)(C)C)(C)C, predict the reaction product. The product is: [OH:8][CH2:9][C@H:10]1[CH2:21][CH2:20][C:19]2[S:18][C:17]3[N:16]=[CH:15][N:14]=[C:13]([O:22][CH:23]4[CH2:24][CH2:25][C:26]([NH:30][C:31](=[O:37])[O:32][C:33]([CH3:36])([CH3:35])[CH3:34])([CH3:29])[CH2:27][CH2:28]4)[C:12]=3[C:11]1=2. (4) Given the reactants [CH3:1][O:2][C:3]1[CH:4]=[C:5]([CH:8]=[C:9]([O:12][CH3:13])[C:10]=1[OH:11])[CH:6]=O.[C:14]([O:20][CH2:21][CH3:22])(=[O:19])[CH2:15][C:16]([CH3:18])=[O:17].N1(CC(O)=O)CCCCC1, predict the reaction product. The product is: [CH2:21]([O:20][C:14](=[O:19])[C:15]([C:16](=[O:17])[CH3:18])=[CH:6][C:5]1[CH:4]=[C:3]([O:2][CH3:1])[C:10]([OH:11])=[C:9]([O:12][CH3:13])[CH:8]=1)[CH3:22]. (5) Given the reactants Br[C:2]1[CH:3]=[C:4]([C:8]2[CH:9]=[N:10][CH:11]=[CH:12][CH:13]=2)[CH:5]=[CH:6][CH:7]=1.[B:14]1([B:14]2[O:19][CH2:18][C:17]([CH3:21])([CH3:20])[CH2:16][O:15]2)[O:19][CH2:18][C:17]([CH3:21])([CH3:20])[CH2:16][O:15]1.CC([O-])=O.[K+], predict the reaction product. The product is: [CH3:20][C:17]1([CH3:21])[CH2:18][O:19][B:14]([C:2]2[CH:3]=[C:4]([C:8]3[CH:9]=[N:10][CH:11]=[CH:12][CH:13]=3)[CH:5]=[CH:6][CH:7]=2)[O:15][CH2:16]1.